This data is from Catalyst prediction with 721,799 reactions and 888 catalyst types from USPTO. The task is: Predict which catalyst facilitates the given reaction. Reactant: [N:1]12[CH2:9][CH2:8][CH:5]([CH2:6][CH2:7]1)[N:4]([C:10]1[CH:11]=[C:12]3[C:17](=[CH:18][CH:19]=1)[N:16]=[C:15]([C:20]1[CH:25]=[CH:24][C:23]([F:26])=[C:22]([O:27][CH3:28])[CH:21]=1)[N:14]([CH2:29][C:30]([OH:32])=O)[C:13]3=[O:33])[CH2:3][CH2:2]2.[C:34]([NH2:38])([CH3:37])([CH3:36])[CH3:35].C(N(CC)C(C)C)(C)C.CCCP1(OP(CCC)(=O)OP(CCC)(=O)O1)=O. Product: [C:34]([NH:38][C:30](=[O:32])[CH2:29][N:14]1[C:13](=[O:33])[C:12]2[C:17](=[CH:18][CH:19]=[C:10]([N:4]3[CH:5]4[CH2:6][CH2:7][N:1]([CH2:9][CH2:8]4)[CH2:2][CH2:3]3)[CH:11]=2)[N:16]=[C:15]1[C:20]1[CH:25]=[CH:24][C:23]([F:26])=[C:22]([O:27][CH3:28])[CH:21]=1)([CH3:37])([CH3:36])[CH3:35]. The catalyst class is: 61.